From a dataset of Reaction yield outcomes from USPTO patents with 853,638 reactions. Predict the reaction yield, written as a fraction of the theoretical maximum amount of product (1.0 means a 100% yield; for example, 0.34 means a 34% yield). (1) The reactants are [F:1][C:2]1[CH:7]=[CH:6][CH:5]=[CH:4][C:3]=1[C:8]1[CH:16]=[CH:15][CH:14]=[C:13]2[C:9]=1[CH2:10][C:11](=[O:17])[NH:12]2.[CH3:18][C:19]1[C:23]([C:24]([N:26]2[CH2:31][CH2:30][N:29]([CH3:32])[CH2:28][CH2:27]2)=[O:25])=[CH:22][NH:21][C:20]=1[CH:33]=O. The catalyst is C(O)C.N1CCCCC1. The product is [F:1][C:2]1[CH:7]=[CH:6][CH:5]=[CH:4][C:3]=1[C:8]1[CH:16]=[CH:15][CH:14]=[C:13]2[C:9]=1[C:10](=[CH:33][C:20]1[NH:21][CH:22]=[C:23]([C:24]([N:26]3[CH2:27][CH2:28][N:29]([CH3:32])[CH2:30][CH2:31]3)=[O:25])[C:19]=1[CH3:18])[C:11](=[O:17])[NH:12]2. The yield is 0.360. (2) The reactants are [C:1]([N:8]1[CH2:13][CH2:12][CH:11]([CH2:14][OH:15])[CH2:10][CH2:9]1)([O:3][C:4]([CH3:7])([CH3:6])[CH3:5])=[O:2].CCN(CC)CC.[CH3:23][S:24](Cl)(=[O:26])=[O:25]. The catalyst is C(Cl)Cl. The product is [CH3:23][S:24]([O:15][CH2:14][CH:11]1[CH2:12][CH2:13][N:8]([C:1]([O:3][C:4]([CH3:7])([CH3:6])[CH3:5])=[O:2])[CH2:9][CH2:10]1)(=[O:26])=[O:25]. The yield is 1.00. (3) The reactants are [NH2:1][C:2]1[C:7]([NH2:8])=[C:6]([O:9][C:10]2[CH:15]=[CH:14][C:13]([NH:16][C:17](=[O:23])[O:18][C:19]([CH3:22])([CH3:21])[CH3:20])=[CH:12][CH:11]=2)[CH:5]=[CH:4][N:3]=1.[C:24](OCC)(=O)[CH:25]=[O:26].CC(C)=O. The catalyst is C(O)C.C1(C)C=CC=CC=1. The product is [O:26]=[C:25]1[CH:24]=[N:1][C:2]2[N:3]=[CH:4][CH:5]=[C:6]([O:9][C:10]3[CH:11]=[CH:12][C:13]([NH:16][C:17](=[O:23])[O:18][C:19]([CH3:20])([CH3:22])[CH3:21])=[CH:14][CH:15]=3)[C:7]=2[NH:8]1. The yield is 0.450. (4) The reactants are [Cl:1][C:2]1[CH:18]=[CH:17][C:5]([CH2:6][NH:7][S:8]([C:11]2[CH:16]=[CH:15][CH:14]=[CH:13][CH:12]=2)(=[O:10])=[O:9])=[CH:4][CH:3]=1.Br[CH2:20][C:21]([C:23]1[CH:28]=[CH:27][CH:26]=[CH:25][CH:24]=1)=[O:22].C(=O)([O-])[O-].[Cs+].[Cs+]. The catalyst is CN(C=O)C. The product is [Cl:1][C:2]1[CH:18]=[CH:17][C:5]([CH2:6][N:7]([CH2:20][C:21](=[O:22])[C:23]2[CH:28]=[CH:27][CH:26]=[CH:25][CH:24]=2)[S:8]([C:11]2[CH:16]=[CH:15][CH:14]=[CH:13][CH:12]=2)(=[O:10])=[O:9])=[CH:4][CH:3]=1. The yield is 0.750. (5) The reactants are [F:1][CH:2]([F:35])[C:3]1[CH:12]=[C:11]2[C:6]([CH2:7][CH2:8][CH2:9][N:10]2[C:13]2[C:17]3[CH2:18][N:19]([C:22]([O:24][C:25]([CH3:28])([CH3:27])[CH3:26])=[O:23])[CH2:20][CH2:21][C:16]=3[NH:15][N:14]=2)=[CH:5][C:4]=1[C:29]1[CH:30]=[N:31][N:32]([CH3:34])[CH:33]=1.N1CCCN2CCCCCC=12.[CH3:47][Si:48]([CH3:61])([CH3:60])[CH2:49][CH2:50][O:51][CH2:52][N:53]1[C:58](=[O:59])[CH:57]=[CH:56][CH2:55][CH2:54]1. The catalyst is CC#N.CCOC(C)=O. The product is [F:35][CH:2]([F:1])[C:3]1[CH:12]=[C:11]2[C:6]([CH2:7][CH2:8][CH2:9][N:10]2[C:13]2[C:17]3[CH2:18][N:19]([C:22]([O:24][C:25]([CH3:26])([CH3:27])[CH3:28])=[O:23])[CH2:20][CH2:21][C:16]=3[N:15]([CH:56]3[CH2:55][CH2:54][N:53]([CH2:52][O:51][CH2:50][CH2:49][Si:48]([CH3:60])([CH3:47])[CH3:61])[C:58](=[O:59])[CH2:57]3)[N:14]=2)=[CH:5][C:4]=1[C:29]1[CH:30]=[N:31][N:32]([CH3:34])[CH:33]=1. The yield is 0.450.